This data is from Reaction yield outcomes from USPTO patents with 853,638 reactions. The task is: Predict the reaction yield, written as a fraction of the theoretical maximum amount of product (1.0 means a 100% yield; for example, 0.34 means a 34% yield). (1) The reactants are C([Mg]Cl)(C)C.[Cl:6][C:7]1[N:17]=[CH:16][C:15]2[O:14][CH2:13][CH2:12][N:11]3[C:18](I)=[C:19]([I:21])[N:20]=[C:10]3[C:9]=2[CH:8]=1.[NH4+].[Cl-]. The catalyst is O1CCCC1. The product is [Cl:6][C:7]1[N:17]=[CH:16][C:15]2[O:14][CH2:13][CH2:12][N:11]3[CH:18]=[C:19]([I:21])[N:20]=[C:10]3[C:9]=2[CH:8]=1. The yield is 0.985. (2) The reactants are CCOP(OCC)([CH2:6][C:7]([N:9]([O:11][CH3:12])[CH3:10])=[O:8])=O.[H-].[Na+].[S:18]1[CH:22]=[C:21]([CH:23]=O)[C:20]2[CH:25]=[CH:26][CH:27]=[CH:28][C:19]1=2. The catalyst is C1COCC1. The product is [S:18]1[CH:22]=[C:21](/[CH:23]=[CH:6]/[C:7]([N:9]([O:11][CH3:12])[CH3:10])=[O:8])[C:20]2[CH:25]=[CH:26][CH:27]=[CH:28][C:19]1=2. The yield is 0.930. (3) The reactants are [CH2:1]([Li])[CH2:2]CC.[CH2:6]([CH:8]1[C:20]2[CH:19]=[CH:18][CH:17]=[CH:16][C:15]=2[C:14]2[C:9]1=[CH:10][CH:11]=[CH:12][CH:13]=2)[CH3:7].BrCC.Cl. The catalyst is C1COCC1.O. The product is [CH2:6]([C:8]1([CH2:1][CH3:2])[C:9]2[CH:10]=[CH:11][CH:12]=[CH:13][C:14]=2[C:15]2[C:20]1=[CH:19][CH:18]=[CH:17][CH:16]=2)[CH3:7]. The yield is 0.680.